This data is from Full USPTO retrosynthesis dataset with 1.9M reactions from patents (1976-2016). The task is: Predict the reactants needed to synthesize the given product. (1) Given the product [CH3:1][O:2][C:3]1[CH:4]=[C:5]([NH:6][S:26]([C:21]2[CH:22]=[CH:23][CH:24]=[CH:25][C:20]=2[N+:17]([O-:19])=[O:18])(=[O:27])=[O:28])[CH:7]=[CH:8][CH:9]=1, predict the reactants needed to synthesize it. The reactants are: [CH3:1][O:2][C:3]1[CH:4]=[C:5]([CH:7]=[CH:8][CH:9]=1)[NH2:6].C(N(CC)CC)C.[N+:17]([C:20]1[CH:25]=[CH:24][CH:23]=[CH:22][C:21]=1[S:26](Cl)(=[O:28])=[O:27])([O-:19])=[O:18]. (2) The reactants are: [C:1]1([S:7]([C:10]2[C:18]3[C:13](=[CH:14][CH:15]=[C:16]([CH2:19][CH2:20][OH:21])[CH:17]=3)[NH:12][CH:11]=2)(=[O:9])=[O:8])[CH:6]=[CH:5][CH:4]=[CH:3][CH:2]=1.[C:22]1(C)[C:23]([S:28](Cl)(=[O:30])=[O:29])=[CH:24][CH:25]=[CH:26][CH:27]=1.N1C=CC=C[CH:34]=1. Given the product [CH3:34][C:26]1[CH:27]=[CH:22][C:23]([S:28]([O:21][CH2:20][CH2:19][C:16]2[CH:17]=[C:18]3[C:13](=[CH:14][CH:15]=2)[NH:12][CH:11]=[C:10]3[S:7]([C:1]2[CH:2]=[CH:3][CH:4]=[CH:5][CH:6]=2)(=[O:8])=[O:9])(=[O:29])=[O:30])=[CH:24][CH:25]=1, predict the reactants needed to synthesize it. (3) The reactants are: [CH3:1][O:2][C:3]1[CH:8]=[CH:7][C:6]([NH:9][CH:10]=[C:11]([C:17]([O:19]CC)=O)[C:12]([O:14][CH2:15][CH3:16])=[O:13])=[CH:5][CH:4]=1.ClS([N:26]=[C:27]=[O:28])(=O)=O. Given the product [CH3:1][O:2][C:3]1[CH:4]=[CH:5][C:6]([N:9]2[CH:10]=[C:11]([C:12]([O:14][CH2:15][CH3:16])=[O:13])[C:17](=[O:19])[NH:26][C:27]2=[O:28])=[CH:7][CH:8]=1, predict the reactants needed to synthesize it. (4) Given the product [C:1]([O:9][CH:10]([CH2:54][CH3:55])[CH:11]([CH3:53])[CH:12]1[O:52][CH:13]1[CH2:14][CH:15]([CH3:51])/[CH:16]=[CH:17]/[CH:18]=[C:19](\[CH3:50])/[CH:20]1[O:32][C:30](=[O:31])[CH:29]([C:85]([OH:88])=[O:87])[CH:28]([O:33][Si:34]([CH2:35][CH3:36])([CH2:39][CH3:40])[CH2:37][CH3:38])[CH2:27][CH2:26][C:25]([O:42][CH:43]([O:45][CH2:46][CH3:47])[CH3:44])([CH3:41])[CH:24]([O:48][C:76]2[CH:81]=[CH:80][C:79]([N+:82]([O-:84])=[O:83])=[CH:78][CH:77]=2)[CH:23]=[CH:22][CH:21]1[CH3:49])(=[O:8])[C:2]1[CH:3]=[CH:4][CH:5]=[CH:6][CH:7]=1, predict the reactants needed to synthesize it. The reactants are: [C:1]([O:9][CH:10]([CH2:54][CH3:55])[CH:11]([CH3:53])[CH:12]1[O:52][CH:13]1[CH2:14][CH:15]([CH3:51])/[CH:16]=[CH:17]/[CH:18]=[C:19](\[CH3:50])/[CH:20]1[O:32][C:30](=[O:31])[CH2:29][CH:28]([O:33][Si:34]([CH2:39][CH3:40])([CH2:37][CH3:38])[CH2:35][CH3:36])[CH2:27][CH2:26][C:25]([O:42][CH:43]([O:45][CH2:46][CH3:47])[CH3:44])([CH3:41])[CH:24]([OH:48])[CH:23]=[CH:22][CH:21]1[CH3:49])(=[O:8])[C:2]1[CH:7]=[CH:6][CH:5]=[CH:4][CH:3]=1.C(N(CC)CC)C.CN(C1C=CC=CN=1)C.ClC(O[C:76]1[CH:81]=[CH:80][C:79]([N+:82]([O-:84])=[O:83])=[CH:78][CH:77]=1)=O.[C:85]([O:88]CC)(=[O:87])C. (5) Given the product [ClH:2].[F:16][C:4]1[CH:5]=[C:6]([CH:14]=[CH:15][C:3]=1[O:24][CH3:23])[O:7][CH:8]1[CH2:13][CH2:12][NH:11][CH2:10][CH2:9]1, predict the reactants needed to synthesize it. The reactants are: Cl.[Cl:2][C:3]1[CH:15]=[CH:14][C:6]([O:7][CH:8]2[CH2:13][CH2:12][NH:11][CH2:10][CH2:9]2)=[CH:5][C:4]=1[F:16].FC1C=C(O)C=C[C:23]=1[O:24]C. (6) Given the product [C:26]([O:29][C:30]([N:8]([C:6]1[CH:5]=[C:4]([N:18]2[CH2:19][CH2:20][N:21]([CH3:24])[CH2:22][CH2:23]2)[N:3]=[C:2]([Cl:1])[N:7]=1)[C:9]1[CH:10]=[C:11]2[C:15](=[CH:16][CH:17]=1)[N:14]([C:30]([O:29][C:26]([CH3:28])([CH3:27])[CH3:25])=[O:31])[N:13]=[CH:12]2)=[O:31])([CH3:28])([CH3:27])[CH3:25], predict the reactants needed to synthesize it. The reactants are: [Cl:1][C:2]1[N:7]=[C:6]([NH:8][C:9]2[CH:10]=[C:11]3[C:15](=[CH:16][CH:17]=2)[NH:14][N:13]=[CH:12]3)[CH:5]=[C:4]([N:18]2[CH2:23][CH2:22][N:21]([CH3:24])[CH2:20][CH2:19]2)[N:3]=1.[CH3:25][C:26]([O:29][C:30](O[C:30]([O:29][C:26]([CH3:28])([CH3:27])[CH3:25])=[O:31])=[O:31])([CH3:28])[CH3:27]. (7) The reactants are: [NH2:1][CH:2]([C:10]1[C:15]([O:16][CH3:17])=[CH:14][CH:13]=[CH:12][C:11]=1[O:18][CH3:19])[CH2:3][CH2:4][CH2:5][C:6]([O:8]C)=O.[N:20]1[CH:25]=[CH:24][C:23]([CH:26]=O)=[CH:22][C:21]=1[C:28]1[CH:33]=[CH:32][CH:31]=[CH:30][N:29]=1. Given the product [N:20]1[CH:25]=[CH:24][C:23]([CH2:26][N:1]2[CH:2]([C:10]3[C:15]([O:16][CH3:17])=[CH:14][CH:13]=[CH:12][C:11]=3[O:18][CH3:19])[CH2:3][CH2:4][CH2:5][C:6]2=[O:8])=[CH:22][C:21]=1[C:28]1[CH:33]=[CH:32][CH:31]=[CH:30][N:29]=1, predict the reactants needed to synthesize it.